Dataset: Full USPTO retrosynthesis dataset with 1.9M reactions from patents (1976-2016). Task: Predict the reactants needed to synthesize the given product. Given the product [C:1]([O:5][C:6]([N:8]1[CH2:13][CH2:12][CH:11]([N:14]2[C:18]3=[N:19][CH:20]=[N:21][C:22]([O:33][C:30]4[CH:31]=[CH:32][C:27]([O:26][CH2:24][CH3:25])=[CH:28][CH:29]=4)=[C:17]3[CH:16]=[N:15]2)[CH2:10][CH2:9]1)=[O:7])([CH3:4])([CH3:3])[CH3:2], predict the reactants needed to synthesize it. The reactants are: [C:1]([O:5][C:6]([N:8]1[CH2:13][CH2:12][CH:11]([N:14]2[C:18]3=[N:19][CH:20]=[N:21][C:22](Cl)=[C:17]3[CH:16]=[N:15]2)[CH2:10][CH2:9]1)=[O:7])([CH3:4])([CH3:3])[CH3:2].[CH2:24]([O:26][C:27]1[CH:32]=[CH:31][C:30]([OH:33])=[CH:29][CH:28]=1)[CH3:25].C(=O)([O-])[O-].[K+].[K+].C(OCC)(=O)C.